From a dataset of NCI-60 drug combinations with 297,098 pairs across 59 cell lines. Regression. Given two drug SMILES strings and cell line genomic features, predict the synergy score measuring deviation from expected non-interaction effect. Drug 1: CN1C(=O)N2C=NC(=C2N=N1)C(=O)N. Drug 2: CC1=C(C=C(C=C1)C(=O)NC2=CC(=CC(=C2)C(F)(F)F)N3C=C(N=C3)C)NC4=NC=CC(=N4)C5=CN=CC=C5. Cell line: RPMI-8226. Synergy scores: CSS=8.40, Synergy_ZIP=-0.257, Synergy_Bliss=3.00, Synergy_Loewe=3.18, Synergy_HSA=0.316.